From a dataset of Catalyst prediction with 721,799 reactions and 888 catalyst types from USPTO. Predict which catalyst facilitates the given reaction. (1) Reactant: [NH2:1][CH2:2][CH:3]1[CH2:8][C:7]([F:10])([F:9])[CH2:6][CH2:5][N:4]1[C:11]([O:13][C:14]([CH3:17])([CH3:16])[CH3:15])=[O:12].[Cl:18][C:19]1[CH:20]=[C:21]2[C:27]([C:28]3[N:33]=[C:32](S(C)=O)[C:31]([F:37])=[CH:30][N:29]=3)=[CH:26][N:25]([S:38]([C:41]3[CH:46]=[CH:45][C:44]([CH3:47])=[CH:43][CH:42]=3)(=[O:40])=[O:39])[C:22]2=[N:23][CH:24]=1.CCN(C(C)C)C(C)C. Product: [NH2:1][CH2:2][CH:3]1[CH2:8][C:7]([F:10])([F:9])[CH2:6][CH2:5][N:4]1[C:11]([O:13][C:14]([CH3:17])([CH3:16])[CH3:15])=[O:12].[Cl:18][C:19]1[CH:20]=[C:21]2[C:27]([C:28]3[N:33]=[C:32]([NH:1][CH2:2][CH:3]4[CH2:8][C:7]([F:10])([F:9])[CH2:6][CH2:5][N:4]4[C:11]([O:13][C:14]([CH3:17])([CH3:16])[CH3:15])=[O:12])[C:31]([F:37])=[CH:30][N:29]=3)=[CH:26][N:25]([S:38]([C:41]3[CH:46]=[CH:45][C:44]([CH3:47])=[CH:43][CH:42]=3)(=[O:40])=[O:39])[C:22]2=[N:23][CH:24]=1. The catalyst class is: 1. (2) Reactant: [CH2:1]([C@H:8]1[CH2:13][N:12]([C:14]2[CH:19]=[CH:18][C:17]([O:20][CH3:21])=[C:16]([O:22][CH:23]3[CH2:27][CH2:26][CH2:25][CH2:24]3)[CH:15]=2)[CH2:11][CH2:10][N:9]1[CH2:28][C:29](O)=[O:30])[C:2]1[CH:7]=[CH:6][CH:5]=[CH:4][CH:3]=1.C1CC[CH:35]([N:38]=C=NC2CCCCC2)CC1.C1COCC1.CN. Product: [CH2:1]([C@H:8]1[CH2:13][N:12]([C:14]2[CH:19]=[CH:18][C:17]([O:20][CH3:21])=[C:16]([O:22][CH:23]3[CH2:27][CH2:26][CH2:25][CH2:24]3)[CH:15]=2)[CH2:11][CH2:10][N:9]1[CH2:28][C:29]([NH:38][CH3:35])=[O:30])[C:2]1[CH:3]=[CH:4][CH:5]=[CH:6][CH:7]=1. The catalyst class is: 64. (3) Reactant: [CH2:1]([C@@:5]1([CH2:30][CH3:31])[NH:11][C@H:10]([C:12]2[CH:17]=[CH:16][CH:15]=[CH:14][CH:13]=2)[C:9]2[CH:18]=[C:19]([O:26][CH3:27])[C:20]([CH2:22][CH2:23][CH2:24]O)=[CH:21][C:8]=2[S:7](=[O:29])(=[O:28])[CH2:6]1)[CH2:2][CH2:3][CH3:4].C1(P(C2C=CC=CC=2)C2C=CC=CC=2)C=CC=CC=1.C(Br)(Br)(Br)[Br:52]. Product: [Br:52][CH2:24][CH2:23][CH2:22][C:20]1[C:19]([O:26][CH3:27])=[CH:18][C:9]2[C@@H:10]([C:12]3[CH:17]=[CH:16][CH:15]=[CH:14][CH:13]=3)[NH:11][C@@:5]([CH2:1][CH2:2][CH2:3][CH3:4])([CH2:30][CH3:31])[CH2:6][S:7](=[O:29])(=[O:28])[C:8]=2[CH:21]=1. The catalyst class is: 1. (4) Reactant: C[O:2][C:3]([C:5]1([NH:8][C:9](=[O:35])[C:10]2[CH:15]=[CH:14][C:13]([C:16]3[O:20][N:19]=[C:18]([CH3:21])[C:17]=3[NH:22][C:23]([O:25][CH:26]([C:28]3[CH:33]=[CH:32][CH:31]=[CH:30][C:29]=3[Cl:34])[CH3:27])=[O:24])=[CH:12][CH:11]=2)[CH2:7][CH2:6]1)=[O:4].[OH-].[Li+].Cl. Product: [Cl:34][C:29]1[CH:30]=[CH:31][CH:32]=[CH:33][C:28]=1[CH:26]([O:25][C:23]([NH:22][C:17]1[C:18]([CH3:21])=[N:19][O:20][C:16]=1[C:13]1[CH:14]=[CH:15][C:10]([C:9]([NH:8][C:5]2([C:3]([OH:4])=[O:2])[CH2:7][CH2:6]2)=[O:35])=[CH:11][CH:12]=1)=[O:24])[CH3:27]. The catalyst class is: 20.